From a dataset of Catalyst prediction with 721,799 reactions and 888 catalyst types from USPTO. Predict which catalyst facilitates the given reaction. Reactant: [CH2:1]([O:3][C:4]1[CH:5]=[C:6](B(O)O)[CH:7]=[CH:8][CH:9]=1)[CH3:2].Br[C:14]1[CH:15]=[CH:16][C:17]([F:23])=[C:18]([N+:20]([O-:22])=[O:21])[CH:19]=1.C(=O)([O-])[O-].[Na+].[Na+].C(O)C. Product: [F:23][C:17]1[CH:16]=[CH:15][C:14]([C:6]2[CH:7]=[CH:8][CH:9]=[C:4]([O:3][CH2:1][CH3:2])[CH:5]=2)=[CH:19][C:18]=1[N+:20]([O-:22])=[O:21]. The catalyst class is: 109.